This data is from Forward reaction prediction with 1.9M reactions from USPTO patents (1976-2016). The task is: Predict the product of the given reaction. (1) Given the reactants [C:1]1([C:7]2[O:8][C:9]([C:15]([F:18])([F:17])[F:16])=[C:10]([C:12]([OH:14])=O)[N:11]=2)[CH:6]=[CH:5][CH:4]=[CH:3][CH:2]=1.[CH3:19][O:20][CH2:21][CH2:22][N:23]([CH3:31])[C:24]1[N:29]=[CH:28][C:27]([NH2:30])=[CH:26][N:25]=1, predict the reaction product. The product is: [CH3:19][O:20][CH2:21][CH2:22][N:23]([CH3:31])[C:24]1[N:25]=[CH:26][C:27]([NH:30][C:12]([C:10]2[N:11]=[C:7]([C:1]3[CH:2]=[CH:3][CH:4]=[CH:5][CH:6]=3)[O:8][C:9]=2[C:15]([F:18])([F:17])[F:16])=[O:14])=[CH:28][N:29]=1. (2) Given the reactants [Cl:1][C:2]1[CH:7]=[CH:6][C:5]([CH:8]2[NH:14][CH2:13][CH2:12][CH2:11][N:10]3[CH:15]=[CH:16][CH:17]=[C:9]23)=[CH:4][CH:3]=1.[F:18][C:19]1[CH:24]=[C:23]([F:25])[CH:22]=[CH:21][C:20]=1[N:26]=[C:27]=[O:28], predict the reaction product. The product is: [Cl:1][C:2]1[CH:3]=[CH:4][C:5]([CH:8]2[N:14]([C:27]([NH:26][C:20]3[CH:21]=[CH:22][C:23]([F:25])=[CH:24][C:19]=3[F:18])=[O:28])[CH2:13][CH2:12][CH2:11][N:10]3[CH:15]=[CH:16][CH:17]=[C:9]23)=[CH:6][CH:7]=1. (3) Given the reactants [O:1]1[C:5]2[CH:6]=[CH:7][C:8]([C:10]3[CH:11]=[C:12]([CH:15]=[C:16]([O:18][CH2:19][C:20]4[CH:25]=[CH:24][C:23]([O:26][CH3:27])=[CH:22][CH:21]=4)[CH:17]=3)[C:13]#N)=[CH:9][C:4]=2[O:3][CH2:2]1.[CH:28]([Mg]Cl)([CH3:30])[CH3:29].S(=O)(=O)(O)[OH:34], predict the reaction product. The product is: [O:1]1[C:5]2[CH:6]=[CH:7][C:8]([C:10]3[CH:11]=[C:12]([C:13](=[O:34])[CH:28]([CH3:30])[CH3:29])[CH:15]=[C:16]([O:18][CH2:19][C:20]4[CH:25]=[CH:24][C:23]([O:26][CH3:27])=[CH:22][CH:21]=4)[CH:17]=3)=[CH:9][C:4]=2[O:3][CH2:2]1. (4) Given the reactants [N:1]1[N:2]=[CH:3][N:4]2[CH2:9][CH2:8][NH:7][CH2:6][C:5]=12.Cl[CH2:11][CH2:12][CH2:13][O:14][C:15]1[CH:16]=[C:17]2[C:22](=[CH:23][C:24]=1[O:25][CH3:26])[N:21]=[CH:20][N:19]=[C:18]2[NH:27][C:28]1[CH:33]=[CH:32][C:31]([F:34])=[CH:30][CH:29]=1.C(Cl)Cl, predict the reaction product. The product is: [N:1]1[N:2]=[CH:3][N:4]2[CH2:9][CH2:8][N:7]([CH2:11][CH2:12][CH2:13][O:14][C:15]3[CH:16]=[C:17]4[C:22](=[CH:23][C:24]=3[O:25][CH3:26])[N:21]=[CH:20][N:19]=[C:18]4[NH:27][C:28]3[CH:29]=[CH:30][C:31]([F:34])=[CH:32][CH:33]=3)[CH2:6][C:5]=12. (5) Given the reactants [NH2:1][C:2]1[C:3]([C:9]([NH:11][C@@H:12]([CH:17]2[CH2:22][CH2:21][CH2:20][CH2:19][CH2:18]2)[C:13]([O:15][CH3:16])=[O:14])=[O:10])=[N:4][CH:5]=[C:6]([Cl:8])[CH:7]=1.[CH3:23][C:24]1[CH:29]=[C:28]([CH3:30])[CH:27]=[C:26]([CH3:31])[C:25]=1[N:32]=[C:33]=[O:34], predict the reaction product. The product is: [Cl:8][C:6]1[CH:7]=[C:2]([NH:1][C:33]([NH:32][C:25]2[C:24]([CH3:23])=[CH:29][C:28]([CH3:30])=[CH:27][C:26]=2[CH3:31])=[O:34])[C:3]([C:9]([NH:11][C@@H:12]([CH:17]2[CH2:22][CH2:21][CH2:20][CH2:19][CH2:18]2)[C:13]([O:15][CH3:16])=[O:14])=[O:10])=[N:4][CH:5]=1.